This data is from Retrosynthesis with 50K atom-mapped reactions and 10 reaction types from USPTO. The task is: Predict the reactants needed to synthesize the given product. (1) Given the product COC(=O)c1csc2c(CS(=O)c3nc4ccccc4[nH]3)nccc12, predict the reactants needed to synthesize it. The reactants are: COC(=O)c1csc2c(CSc3nc4ccccc4[nH]3)nccc12.O=S([O-])[O-]. (2) Given the product CC(=O)Nc1cc(OCC(F)(F)C(F)(F)F)nn1-c1cc(S(=O)CC(F)(F)Cl)c(C)cc1F, predict the reactants needed to synthesize it. The reactants are: CC(=O)Nc1cc(OCC(F)(F)C(F)(F)F)nn1-c1cc(SCC(F)(F)Cl)c(C)cc1F.O=C(OO)c1cccc(Cl)c1. (3) Given the product CC(COc1ccccc1)Oc1c(C(=O)O)ccc2ccccc12, predict the reactants needed to synthesize it. The reactants are: COC(=O)c1ccc2ccccc2c1OC(C)COc1ccccc1. (4) Given the product Cc1ccc(F)cc1-n1ncc2c(O[C@@H](COCCO[Si](c3ccccc3)(c3ccccc3)C(C)(C)C)C(=O)Nc3ccc(Cl)cn3)ncnc21, predict the reactants needed to synthesize it. The reactants are: COC(=O)[C@H](COCCO[Si](c1ccccc1)(c1ccccc1)C(C)(C)C)Oc1ncnc2c1cnn2-c1cc(F)ccc1C.Nc1ccc(Cl)cn1. (5) Given the product Cc1cc2c(C(F)(F)F)c(C#N)ccc2n1Cc1cc(-c2cc(C(F)(F)F)cc(C(F)(F)F)c2)on1, predict the reactants needed to synthesize it. The reactants are: Cc1cc2c(C(F)(F)F)c(C#N)ccc2[nH]1.FC(F)(F)c1cc(-c2cc(CCl)no2)cc(C(F)(F)F)c1. (6) Given the product CC(C)(C)OCCCCl, predict the reactants needed to synthesize it. The reactants are: C=C(C)C.OCCCCl. (7) Given the product c1ccc(Cc2nc(Nc3cc(C4CC4)n[nH]3)c3ccccc3n2)cc1, predict the reactants needed to synthesize it. The reactants are: Clc1nc(Nc2cc(C3CC3)n[nH]2)c2ccccc2n1.[Mg+]Cc1ccccc1.